From a dataset of Reaction yield outcomes from USPTO patents with 853,638 reactions. Predict the reaction yield, written as a fraction of the theoretical maximum amount of product (1.0 means a 100% yield; for example, 0.34 means a 34% yield). (1) The product is [CH3:8][S:9]([N:13]([C:14]1[CH:15]=[CH:16][C:17]([C:20]2[CH:21]=[CH:22][C:23]([NH:26][C:27]([C:29]3[CH:34]=[C:33]([N+:35]([O-:37])=[O:36])[CH:32]=[CH:31][C:30]=3[Cl:38])=[O:28])=[CH:24][CH:25]=2)=[CH:18][CH:19]=1)[S:9]([CH3:8])(=[O:11])=[O:10])(=[O:11])=[O:10]. The catalyst is C1COCC1.C(OCC)(=O)C. The reactants are C(N(CC)CC)C.[CH3:8][S:9](Cl)(=[O:11])=[O:10].[NH2:13][C:14]1[CH:19]=[CH:18][C:17]([C:20]2[CH:25]=[CH:24][C:23]([NH:26][C:27]([C:29]3[CH:34]=[C:33]([N+:35]([O-:37])=[O:36])[CH:32]=[CH:31][C:30]=3[Cl:38])=[O:28])=[CH:22][CH:21]=2)=[CH:16][CH:15]=1.C(=O)(O)[O-].[Na+]. The yield is 0.830. (2) The reactants are [OH-:1].[K+].C([O:5][C:6](=[O:43])[C:7]([CH3:42])([CH3:41])[CH2:8][CH2:9][CH2:10][CH2:11][CH2:12][CH2:13][C:14]([N+]#[C-])(S(C1C=CC(C)=CC=1)(=O)=O)[CH2:15][CH2:16][CH2:17][CH2:18][CH2:19][CH2:20][C:21]([CH3:28])([CH3:27])[C:22]([O:24]CC)=[O:23])C. The catalyst is O.C(O)C. The product is [CH3:41][C:7]([CH3:42])([CH2:8][CH2:9][CH2:10][CH2:11][CH2:12][CH2:13][C:14](=[O:1])[CH2:15][CH2:16][CH2:17][CH2:18][CH2:19][CH2:20][C:21]([CH3:28])([CH3:27])[C:22]([OH:24])=[O:23])[C:6]([OH:5])=[O:43]. The yield is 0.570. (3) The reactants are Cl[C:2]1[C:3]2[S:10][CH:9]=[C:8]([C:11]([NH:13][C:14]3[C:19]([Cl:20])=[CH:18][CH:17]=[C:16]([NH:21][S:22]([CH2:25][CH2:26][CH2:27][F:28])(=[O:24])=[O:23])[C:15]=3[Cl:29])=[O:12])[C:4]=2[N:5]=[CH:6][N:7]=1.[CH3:30][Al](C)C. The catalyst is [Pd].C1(P(C2C=CC=CC=2)C2C=CC=CC=2)C=CC=CC=1.C1(P(C2C=CC=CC=2)C2C=CC=CC=2)C=CC=CC=1.C1(P(C2C=CC=CC=2)C2C=CC=CC=2)C=CC=CC=1.C1(P(C2C=CC=CC=2)C2C=CC=CC=2)C=CC=CC=1.C1COCC1. The product is [Cl:29][C:15]1[C:16]([NH:21][S:22]([CH2:25][CH2:26][CH2:27][F:28])(=[O:23])=[O:24])=[CH:17][CH:18]=[C:19]([Cl:20])[C:14]=1[NH:13][C:11]([C:8]1[C:4]2[N:5]=[CH:6][N:7]=[C:2]([CH3:30])[C:3]=2[S:10][CH:9]=1)=[O:12]. The yield is 0.200. (4) The reactants are [N:1]([CH2:4][CH2:5][CH2:6][C:7](=[N:14][NH:15][C:16](=[O:25])[C:17]1[CH:22]=[C:21]([F:23])[CH:20]=[CH:19][C:18]=1[F:24])[C:8]1[CH:13]=[CH:12][CH:11]=[CH:10][CH:9]=1)=[N+:2]=[N-:3].[CH3:26][O:27][C@@H:28]([CH3:38])[C:29](O[C:29](=[O:30])[C@@H:28]([O:27][CH3:26])[CH3:38])=[O:30]. The catalyst is ClCCCl. The product is [N:1]([CH2:4][CH2:5][CH2:6][C:7]1([C:8]2[CH:9]=[CH:10][CH:11]=[CH:12][CH:13]=2)[N:14]([C:29](=[O:30])[C@@H:28]([O:27][CH3:26])[CH3:38])[N:15]=[C:16]([C:17]2[CH:22]=[C:21]([F:23])[CH:20]=[CH:19][C:18]=2[F:24])[O:25]1)=[N+:2]=[N-:3]. The yield is 0.650. (5) The reactants are C[O:2][C:3](=[O:44])[CH:4]([C:7]1[CH:12]=[CH:11][C:10]([NH:13][C:14]([C@H:16]2[C@H:20]([C:21]3[CH:26]=[CH:25][CH:24]=[C:23]([Cl:27])[C:22]=3[F:28])[C@:19]([C:31]3[CH:36]=[CH:35][C:34]([Cl:37])=[CH:33][C:32]=3[F:38])([C:29]#[N:30])[C@H:18]([CH2:39][C:40]([CH3:43])([CH3:42])[CH3:41])[NH:17]2)=[O:15])=[CH:9][CH:8]=1)[CH2:5][CH3:6].[Li+].[OH-]. The catalyst is C1COCC1.CO.O.C(OCC)(=O)C. The product is [Cl:27][C:23]1[C:22]([F:28])=[C:21]([C@@H:20]2[C@:19]([C:31]3[CH:36]=[CH:35][C:34]([Cl:37])=[CH:33][C:32]=3[F:38])([C:29]#[N:30])[C@H:18]([CH2:39][C:40]([CH3:43])([CH3:42])[CH3:41])[NH:17][C@H:16]2[C:14]([NH:13][C:10]2[CH:9]=[CH:8][C:7]([CH:4]([CH2:5][CH3:6])[C:3]([OH:44])=[O:2])=[CH:12][CH:11]=2)=[O:15])[CH:26]=[CH:25][CH:24]=1. The yield is 0.729. (6) The reactants are [H-].[Na+].[Br:3][C:4]1[CH:9]=[CH:8][N:7]=[C:6]([OH:10])[CH:5]=1.[CH3:11]I. The catalyst is C1COCC1. The product is [Br:3][C:4]1[CH:9]=[CH:8][N:7]([CH3:11])[C:6](=[O:10])[CH:5]=1. The yield is 0.500. (7) The catalyst is C(Cl)(Cl)Cl. The product is [Cl:4][C:11]1[CH:12]=[CH:13][C:8]([O:7][CH3:6])=[CH:9][C:10]=1[OH:14]. The yield is 0.410. The reactants are S(Cl)([Cl:4])(=O)=O.[CH3:6][O:7][C:8]1[CH:9]=[C:10]([OH:14])[CH:11]=[CH:12][CH:13]=1. (8) The reactants are [C:1]([O:5][C@@H:6]([C:12]1[C:38]([CH3:39])=[N:37][C:36]2=[CH:40][C:33]3=[N:34][N:35]2[C:13]=1[N:14]1[CH2:42][CH2:41][C:17]([CH3:43])([O:18][CH2:19][CH2:20][CH2:21][CH2:22][CH2:23][C:24]2[CH:25]=[CH:26][CH:27]=[CH:28][C:29]=2[CH2:30][O:31][CH2:32]3)[CH2:16][CH2:15]1)[C:7]([O:9]CC)=[O:8])([CH3:4])([CH3:3])[CH3:2].[OH-].[Na+].[CH3:46]CO. No catalyst specified. The product is [C:1]([O:5][C@@H:6]([C:12]1[C:38]([CH3:39])=[N:37][C:36]2=[CH:40][C:33]3=[N:34][N:35]2[C:13]=1[N:14]1[CH2:15][CH2:16][C:17]([CH3:43])([O:18][CH2:19][CH2:20][CH2:46][CH2:21][CH2:22][CH2:23][C:24]2[CH:25]=[CH:26][CH:27]=[CH:28][C:29]=2[CH2:30][O:31][CH2:32]3)[CH2:41][CH2:42]1)[C:7]([OH:9])=[O:8])([CH3:3])([CH3:2])[CH3:4]. The yield is 0.596.